Dataset: KCNQ2 potassium channel screen with 302,405 compounds. Task: Binary Classification. Given a drug SMILES string, predict its activity (active/inactive) in a high-throughput screening assay against a specified biological target. (1) The molecule is S(=O)(=O)(Nc1cc(C(=O)N2CCCCCC2)ccc1)c1cc(OC)ccc1. The result is 0 (inactive). (2) The molecule is Brc1ccc(S(=O)(=O)N2CCN(CC2)c2n3ncnc3nc(c2)C)cc1. The result is 0 (inactive).